From a dataset of Reaction yield outcomes from USPTO patents with 853,638 reactions. Predict the reaction yield, written as a fraction of the theoretical maximum amount of product (1.0 means a 100% yield; for example, 0.34 means a 34% yield). (1) The reactants are ClC1C=C[C:5]([CH:8](O)[C:9]2[C:18]3[C:17](=[O:19])[N:16]([CH2:20][CH2:21][CH2:22][O:23][CH:24]4CCCC[O:25]4)[C:15](=[O:30])[N:14]([CH3:31])[C:13]=3[N:12]=[CH:11][C:10]=2[C:32]2[CH:37]=[CH:36][CH:35]=[C:34](OC(F)(F)F)[CH:33]=2)=NC=1. The catalyst is C(O)=O.CC(=O)OCC.O.[Zn]. The product is [CH2:8]([C:9]1[C:18]2[C:17](=[O:19])[N:16]([CH2:20][CH2:21][CH2:22][O:23][CH:24]=[O:25])[C:15](=[O:30])[N:14]([CH3:31])[C:13]=2[N:12]=[CH:11][C:10]=1[C:32]1[CH:33]=[CH:34][CH:35]=[CH:36][C:37]=1[CH:10]([CH3:32])[CH3:11])[CH2:5][CH:8]([CH3:9])[CH3:5]. The yield is 0.900. (2) The reactants are [Cl:1][C:2]1[C:7]([C:8]([CH3:10])=[CH2:9])=[CH:6][C:5]([NH:11][C:12](=[O:14])[CH3:13])=[C:4]([O:15][CH3:16])[CH:3]=1.[CH2:17](I)I.[Zn](CC)CC. The catalyst is C1(C)C=CC=CC=1. The product is [Cl:1][C:2]1[C:7]([C:8]2([CH3:17])[CH2:10][CH2:9]2)=[CH:6][C:5]([NH:11][C:12](=[O:14])[CH3:13])=[C:4]([O:15][CH3:16])[CH:3]=1. The yield is 0.770.